From a dataset of Forward reaction prediction with 1.9M reactions from USPTO patents (1976-2016). Predict the product of the given reaction. The product is: [N+:5]([CH2:8][CH2:9][C:10]1[CH:22]=[CH:21][C:13]([O:14][CH2:15][C:16]2[CH:20]=[CH:19][S:18][CH:17]=2)=[CH:12][CH:11]=1)([O-:7])=[O:6]. Given the reactants C(O)(=O)C.[N+:5](/[CH:8]=[CH:9]/[C:10]1[CH:22]=[CH:21][C:13]([O:14][CH2:15][C:16]2[CH:20]=[CH:19][S:18][CH:17]=2)=[CH:12][CH:11]=1)([O-:7])=[O:6].[BH4-].[Na+], predict the reaction product.